Dataset: Peptide-MHC class II binding affinity with 134,281 pairs from IEDB. Task: Regression. Given a peptide amino acid sequence and an MHC pseudo amino acid sequence, predict their binding affinity value. This is MHC class II binding data. (1) The peptide sequence is NRIMADGGSIQNTNL. The MHC is HLA-DPA10201-DPB10101 with pseudo-sequence HLA-DPA10201-DPB10101. The binding affinity (normalized) is 0.147. (2) The peptide sequence is PEQIQLLKKAFDAFD. The MHC is DRB1_0101 with pseudo-sequence DRB1_0101. The binding affinity (normalized) is 0.365. (3) The peptide sequence is DYLKAQQNRRFMIYV. The MHC is HLA-DPA10201-DPB11401 with pseudo-sequence HLA-DPA10201-DPB11401. The binding affinity (normalized) is 0.189. (4) The peptide sequence is GYKVLVLNPSVAAT. The MHC is DRB1_0405 with pseudo-sequence DRB1_0405. The binding affinity (normalized) is 0.484. (5) The peptide sequence is GVAQGGVFHTMWHVT. The MHC is DRB1_1101 with pseudo-sequence DRB1_1101. The binding affinity (normalized) is 0.622. (6) The peptide sequence is LFLLSTRQNVEGSYEGAYAP. The MHC is DRB1_1101 with pseudo-sequence DRB1_1101. The binding affinity (normalized) is 0. (7) The peptide sequence is ELLKTVRLIKFLYQSNP. The MHC is H-2-IAd with pseudo-sequence H-2-IAd. The binding affinity (normalized) is 0.411. (8) The peptide sequence is TMAGCGYLMFLGGVK. The MHC is HLA-DQA10501-DQB10303 with pseudo-sequence HLA-DQA10501-DQB10303. The binding affinity (normalized) is 0.261.